From a dataset of Catalyst prediction with 721,799 reactions and 888 catalyst types from USPTO. Predict which catalyst facilitates the given reaction. (1) Reactant: CC1C=CC(S(O[CH2:12][CH:13]2[O:18][C:17]3[CH:19]=[C:20]([S:23]([CH3:26])(=[O:25])=[O:24])[CH:21]=[CH:22][C:16]=3[O:15][CH2:14]2)(=O)=O)=CC=1.[CH2:27]([NH2:30])[CH2:28][CH3:29]. Product: [CH3:26][S:23]([C:20]1[CH:21]=[CH:22][C:16]2[O:15][CH2:14][CH:13]([CH2:12][NH:30][CH2:27][CH2:28][CH3:29])[O:18][C:17]=2[CH:19]=1)(=[O:24])=[O:25]. The catalyst class is: 10. (2) Reactant: [C:1]([O:5][C:6]([NH:8][C:9]1[CH:10]=[C:11]([CH2:16][CH2:17][C:18]([O:20][CH2:21][CH3:22])=[O:19])[CH:12]=[CH:13][C:14]=1Cl)=[O:7])([CH3:4])([CH3:3])[CH3:2].[CH3:23][C:24]1([CH3:40])[C:28]([CH3:30])([CH3:29])[O:27][B:26]([B:26]2[O:27][C:28]([CH3:30])([CH3:29])[C:24]([CH3:40])([CH3:23])[O:25]2)[O:25]1.C1(P(C2CCCCC2)C2C=CC=CC=2C2C(C(C)C)=CC(C(C)C)=CC=2C(C)C)CCCCC1.C([O-])(=O)C.[K+]. Product: [C:1]([O:5][C:6]([NH:8][C:9]1[CH:10]=[C:11]([CH2:16][CH2:17][C:18]([O:20][CH2:21][CH3:22])=[O:19])[CH:12]=[CH:13][C:14]=1[B:26]1[O:27][C:28]([CH3:30])([CH3:29])[C:24]([CH3:40])([CH3:23])[O:25]1)=[O:7])([CH3:4])([CH3:3])[CH3:2]. The catalyst class is: 62. (3) Reactant: [CH3:1][O:2][C:3]1[N:4]=[CH:5][C:6]([CH2:9][OH:10])=[N:7][CH:8]=1. Product: [CH3:1][O:2][C:3]1[N:4]=[CH:5][C:6]([CH:9]=[O:10])=[N:7][CH:8]=1. The catalyst class is: 703. (4) Reactant: C([Si]([O:8][CH2:9][C:10]1[CH:14]=[C:13]([CH2:15]B2OCC(C)(C)CO2)[O:12][C:11]=1[CH3:24])(C)C)(C)(C)C.BrC1[CH:31]=[CH:30][C:29]([O:32][CH3:33])=[CH:28][N:27]=1.C(=O)([O-])[O-].[Na+].[Na+].COCCOC. Product: [CH3:33][O:32][C:29]1[CH:30]=[CH:31][C:15]([C:13]2[O:12][C:11]([CH3:24])=[C:10]([CH2:9][OH:8])[CH:14]=2)=[N:27][CH:28]=1. The catalyst class is: 103.